From a dataset of Experimentally validated miRNA-target interactions with 360,000+ pairs, plus equal number of negative samples. Binary Classification. Given a miRNA mature sequence and a target amino acid sequence, predict their likelihood of interaction. (1) The miRNA is hsa-miR-8076 with sequence UAUAUGGACUUUUCUGAUACAAUG. The protein sequence of the target gene is MFEEPEWAEAAPVAAGLGPVISRPPPAASSQNKGSKRRQLLATLRALEAASLSQHPPSLCISDSEEEEEERKKKCPKKASFASASAEVGKKGKKKCQKQGPPCSDSEEEVERKKKCHKQALVGSDSAEDEKRKRKCQKHAPINSAQHLDNVDQTGPKAWKGSTTNDPPKQSPGSTSPKPPHTLSRKQWRNRQKNKRRCKNKFQPPQVPDQAPAEAPTEKTEVSPVPRTDSHEARAGALRARMAQRLDGARFRYLNEQLYSGPSSAAQRLFQEDPEAFLLYHRGFQSQVKKWPLQPVDRIA.... Result: 1 (interaction). (2) The miRNA is hsa-miR-5694 with sequence CAGAUCAUGGGACUGUCUCAG. The protein sequence of the target gene is MSSPSSPFREQSFLCAAGDAGEESRVQVLKNEVRRGSPVLLGWVEQAYADKCVCGPSAPPAPTPPSLSQRVMCNDLFKVNPFQLQQFRADPSTASLLLCPGGLDHKLNLRGKAWG. Result: 1 (interaction). (3) The miRNA is hsa-miR-3973 with sequence ACAAAGUACAGCAUUAGCCUUAG. The protein sequence of the target gene is MSDSGASRLRRQLESGGFEARLYVKQLSQQSDGDRDLQEHRQRVQALAEETAQNLKRNVYQNYRQFIETAREISYLESEMYQLSHLLTEQKSSLESIPLALLPAAAAGASAGEDTAGAGPRERGAVQAGFLPGPAGVPREGSGTGEEGKQRTLTTLLEKVEGCRDLLETPGQYLVYNGDLVEYDADHMAQLQRVHGFLMNDCLLVATWLPQRRGMYRYNALYPLDRLAVVNVKDNPPMKDMFKLLMFPESRIFQAENAKIKREWLEVLEETKRALSDKRRREQEEAAAPRAPPPVTSKGS.... Result: 0 (no interaction). (4) The miRNA is hsa-miR-204-5p with sequence UUCCCUUUGUCAUCCUAUGCCU. The protein sequence of the target gene is MLRVAWRTLSLIRTRAVTQVLVPGLPGGGSAKFPFNQWGLQPRSLLLQAARGYVVRKPAQSRLDDDPPPSTLLKDYQNVPGIEKVDDVVKRLLSLEMANKKEMLKIKQEQFMKKIVANPEDTRSLEARIIALSVKIRSYEEHLEKHRKDKAHKRYLLMSIDQRKKMLKNLRNTNYDVFEKICWGLGIEYTFPPLYYRRAHRRFVTKKALCIRVFQETQKLKKRRRALKAAAAAQKQAKRRNPDSPAKAIPKTLKDSQ. Result: 1 (interaction). (5) The miRNA is mmu-miR-125a-5p with sequence UCCCUGAGACCCUUUAACCUGUGA. The protein sequence of the target gene is MTSPAKFKKDKEIIAEYDTQVKEIRAQLTEQMKCLDQQCELRVQLLQDLQDFFRKKAEIEMDYSRNLEKLAERFLAKTRSTKDQQFKKDQNVLSPVNCWNLLLNQVKRESRDHTTLSDIYLNNIIPRFVQVSEDSGRLFKKSKEVGQQLQDDLMKVLNELYSVMKTYHMYNADSISAQSKLKEAEKQEEKQIGKSVKQEDRQTPRSPDSTANVRIEEKHVRRSSVKKIEKMKEKRQAKYTENKLKAIKARNEYLLALEATNASVFKYYIHDLSDIIDQCCDLGYHASLNRALRTFLSAEL.... Result: 0 (no interaction). (6) The miRNA is hsa-miR-5581-3p with sequence UUCCAUGCCUCCUAGAAGUUCC. The protein sequence of the target gene is MAKEEPQSISRDLQELQKKLSLLIDSFQNNSKVVAFMKSPVGQYLDSHPFLAFTLLVFIVMSAVPVGFFLLIVVLTTLAALLGVIILEGLVISVGGFSLLCILCGLGFVSLAMSGMMIASYVVVSSLISCWFSPRPLTQQNTSCDFLPAMKSAEFEGLYQE. Result: 0 (no interaction). (7) The miRNA is mmu-miR-344f-3p with sequence CUCUAGCCAGGACCUGACUAC. The protein sequence of the target gene is MAADSEPESEVFEITDFTTASEWERFISKVEEVLNDWKLIGPSLGKPLEKGIFTSGTWEERSDEISFADFRFSVTHHYLVQESPDKERKDEELEDAIPQSMQDLLCMNNDFPPRAHCLVRWYGLREFVVIAPAAHSDAVLSESKCNLLLSSISIALGNTGCQVPLFVQIHHKWRRMYMGECQGPGVRTDFEMVHLRKVPSQYTHLSGLLDIFKSKIGCPLTPLPPVSIAIRLTYVLQDWQQYFWPQQPPDIDALVGGEVGGLEFGKLPFGACEDPISELHLATTWPHLTEGIIVDNDVYS.... Result: 0 (no interaction). (8) Result: 0 (no interaction). The miRNA is hsa-miR-4673 with sequence UCCAGGCAGGAGCCGGACUGGA. The protein sequence of the target gene is MEPDGTYEPGFVGIRFCQECNNMLYPKEDKENRILLYACRNCDYQQEADNSCIYVNKITHEVDELTQIIADVSQDPTLPRTEDHPCQKCGHKEAVFFQSHSARAEDAMRLYYVCTAPHCGHRWTE. (9) The miRNA is hsa-miR-4638-5p with sequence ACUCGGCUGCGGUGGACAAGU. The protein sequence of the target gene is MEEDLFQLRQLPVVKFRRTGESARSEDDTASGEHEVQIEGVHVGLEAVELDDGAAVPKEFANPTDDTFMVEDAVEAIGFGKFQWKLSVLTGLAWMADAMEMMILSILAPQLHCEWRLPSWQVALLTSVVFVGMMSSSTLWGNISDQYGRKTGLKISVLWTLYYGILSAFAPVYSWILVLRGLVGFGIGGVPQSVTLYAEFLPMKARAKCILLIEVFWAIGTVFEVVLAVFVMPSLGWRWLLILSAVPLLLFAVLCFWLPESARYDVLSGNQEKAIATLKRIATENGAPMPLGKLIISRQE.... Result: 1 (interaction). (10) The miRNA is mmu-miR-20b-5p with sequence CAAAGUGCUCAUAGUGCAGGUAG. The protein sequence of the target gene is MRYLPWLLLWAFLQVWGQSEAQQKNYTFRCLQMSSFANRSWSRTDSVVWLGDLQTHRWSNDSATISFTKPWSQGKLSNQQWEKLQHMFQVYRVSFTRDIQELVKMMSPKEDYPIEIQLSAGCEMYPGNASESFLHVAFQGKYVVRFWGTSWQTVPGAPSWLDLPIKVLNADQGTSATVQMLLNDTCPLFVRGLLEAGKSDLEKQEKPVAWLSSVPSSADGHRQLVCHVSGFYPKPVWVMWMRGDQEQQGTHRGDFLPNADETWYLQATLDVEAGEEAGLACRVKHSSLGGQDIILYWDAR.... Result: 0 (no interaction).